Predict the reactants needed to synthesize the given product. From a dataset of Full USPTO retrosynthesis dataset with 1.9M reactions from patents (1976-2016). (1) Given the product [CH2:20]([O:22][C:4]([C:6]12[CH2:14][CH:10]([CH2:11][CH2:12][CH2:13]1)[CH2:9][N:8]([CH3:16])[CH2:7]2)=[O:5])[CH3:21], predict the reactants needed to synthesize it. The reactants are: C1S[C:4]([C:6]23[C:14](=O)[CH:10]([CH2:11][CH2:12][CH2:13]2)[CH2:9][N:8]([CH3:16])[CH:7]3CC)([O-:5])SC1.[CH2:20]([OH:22])[CH3:21]. (2) Given the product [C:1]([N:4]1[C:13]2[C:8](=[CH:9][C:10]([C:14]3[CH:24]=[CH:23][C:17]([C:18]([OH:20])=[O:19])=[CH:16][N:15]=3)=[CH:11][CH:12]=2)[C@H:7]([NH:25][C:26]2[CH:31]=[CH:30][CH:29]=[CH:28][N:27]=2)[CH2:6][C@@H:5]1[CH3:32])(=[O:3])[CH3:2], predict the reactants needed to synthesize it. The reactants are: [C:1]([N:4]1[C:13]2[C:8](=[CH:9][C:10]([C:14]3[CH:24]=[CH:23][C:17]([C:18]([O:20]CC)=[O:19])=[CH:16][N:15]=3)=[CH:11][CH:12]=2)[C@H:7]([NH:25][C:26]2[CH:31]=[CH:30][CH:29]=[CH:28][N:27]=2)[CH2:6][C@@H:5]1[CH3:32])(=[O:3])[CH3:2].[OH-].[Li+].C(O)(=O)C. (3) Given the product [CH:5](=[N:4]/[CH2:3][CH2:1][OH:2])\[C:6]1[CH:11]=[CH:10][CH:9]=[CH:8][CH:7]=1, predict the reactants needed to synthesize it. The reactants are: [CH2:1]([CH2:3][NH2:4])[OH:2].[CH:5](=O)[C:6]1[CH:11]=[CH:10][CH:9]=[CH:8][CH:7]=1. (4) Given the product [Cl:1][C:2]1[N:3]=[CH:4][C:5]2[CH:6]=[CH:7][C:8]3[C:14]4[C:15](=[O:18])[CH2:16][CH2:17][C:13]=4[NH:12][C:9]=3[C:10]=2[CH:11]=1, predict the reactants needed to synthesize it. The reactants are: [Cl:1][C:2]1[N:3]=[CH:4][C:5]2[C:10]([CH:11]=1)=[C:9]([NH2:12])[CH:8]=[CH:7][CH:6]=2.[C:13]1(=O)[CH2:17][CH2:16][C:15](=[O:18])[CH2:14]1. (5) Given the product [CH3:1][C:2]1([CH3:23])[CH2:7][CH2:6][C:5]([C:8]2[CH:13]=[C:12]([C:14]3[CH:15]=[N:16][C:17]([O:20][CH3:21])=[CH:18][CH:19]=3)[CH:11]=[CH:10][C:9]=2[NH:22][C:40]([C:29]2[N:30]([CH2:32][O:33][CH2:34][CH2:35][Si:36]([CH3:39])([CH3:38])[CH3:37])[CH:31]=[C:27]([C:25]#[N:26])[N:28]=2)=[O:41])=[CH:4][CH2:3]1, predict the reactants needed to synthesize it. The reactants are: [CH3:1][C:2]1([CH3:23])[CH2:7][CH2:6][C:5]([C:8]2[CH:13]=[C:12]([C:14]3[CH:15]=[N:16][C:17]([O:20][CH3:21])=[CH:18][CH:19]=3)[CH:11]=[CH:10][C:9]=2[NH2:22])=[CH:4][CH2:3]1.[K+].[C:25]([C:27]1[N:28]=[C:29]([C:40]([O-])=[O:41])[N:30]([CH2:32][O:33][CH2:34][CH2:35][Si:36]([CH3:39])([CH3:38])[CH3:37])[CH:31]=1)#[N:26].C1CN([P+](Br)(N2CCCC2)N2CCCC2)CC1.F[P-](F)(F)(F)(F)F.CCN(C(C)C)C(C)C. (6) Given the product [Cl:15][C:5]1[C:6]([NH:8][C:9]2[CH:13]=[C:12]([CH3:14])[NH:11][N:10]=2)=[N:7][C:2]([N:28]2[CH2:29][CH2:30][CH2:31][CH:27]2[C:25]2[O:24][N:23]=[C:22]([C:17]3[CH:18]=[CH:19][CH:20]=[CH:21][N:16]=3)[CH:26]=2)=[N:3][CH:4]=1, predict the reactants needed to synthesize it. The reactants are: Cl[C:2]1[N:7]=[C:6]([NH:8][C:9]2[CH:13]=[C:12]([CH3:14])[NH:11][N:10]=2)[C:5]([Cl:15])=[CH:4][N:3]=1.[N:16]1[CH:21]=[CH:20][CH:19]=[CH:18][C:17]=1[C:22]1[CH:26]=[C:25]([CH:27]2[CH2:31][CH2:30][CH2:29][NH:28]2)[O:24][N:23]=1.C(N(C(C)C)CC)(C)C.